The task is: Predict the reaction yield, written as a fraction of the theoretical maximum amount of product (1.0 means a 100% yield; for example, 0.34 means a 34% yield).. This data is from Reaction yield outcomes from USPTO patents with 853,638 reactions. (1) The reactants are [N:1]1([C:14]([O:16][C:17]([CH3:20])([CH3:19])[CH3:18])=[O:15])[CH2:5][C@@H:4]([C:6]([O:8]C)=[O:7])[CH2:3][C@H:2]1[C:10]([O:12][CH3:13])=[O:11].[OH-].[Na+].Cl. The catalyst is C1COCC1. The product is [C:17]([O:16][C:14]([N:1]1[C@H:2]([C:10]([O:12][CH3:13])=[O:11])[CH2:3][C@H:4]([C:6]([OH:8])=[O:7])[CH2:5]1)=[O:15])([CH3:20])([CH3:18])[CH3:19]. The yield is 0.700. (2) The reactants are [NH2:1][C:2]1[N:11]=[CH:10][C:9]2[C:8](SC)=[N:7][CH:6]=[N:5][C:4]=2[CH:3]=1.[CH3:14][N:15]([CH3:23])[C:16]1[CH:21]=[CH:20][CH:19]=[C:18]([NH2:22])[CH:17]=1. No catalyst specified. The product is [NH2:1][C:2]1[N:11]=[CH:10][C:9]2[C:8]([NH:22][C:18]3[CH:19]=[CH:20][CH:21]=[C:16]([N:15]([CH3:23])[CH3:14])[CH:17]=3)=[N:7][CH:6]=[N:5][C:4]=2[CH:3]=1. The yield is 0.320.